Dataset: Forward reaction prediction with 1.9M reactions from USPTO patents (1976-2016). Task: Predict the product of the given reaction. (1) Given the reactants I[C:2]1[C:10]([Cl:11])=[CH:9][C:5]([C:6]([OH:8])=[O:7])=[C:4]([O:12][CH3:13])[CH:3]=1.[CH2:14]([O:16][C:17]1[CH:22]=[CH:21][CH:20]=[CH:19][C:18]=1B(O)O)[CH3:15].C(=O)([O-])[O-].[K+].[K+].Cl, predict the reaction product. The product is: [Cl:11][C:10]1[CH:9]=[C:5]([C:6]([OH:8])=[O:7])[C:4]([O:12][CH3:13])=[CH:3][C:2]=1[C:18]1[CH:19]=[CH:20][CH:21]=[CH:22][C:17]=1[O:16][CH2:14][CH3:15]. (2) Given the reactants [NH2:1][C:2]1[C:7]([F:8])=[C:6](NN)[N:5]=[C:4]([C:11]#[N:12])[C:3]=1[Cl:13].S(Cl)([Cl:17])(=O)=O, predict the reaction product. The product is: [NH2:1][C:2]1[C:7]([F:8])=[C:6]([Cl:17])[N:5]=[C:4]([C:11]#[N:12])[C:3]=1[Cl:13]. (3) Given the reactants [NH2:1][C@H:2]1[CH2:7][CH2:6][C@H:5]([NH2:8])[CH2:4][CH2:3]1.[Cl:9][C:10]1[N:18]=[C:17]2[C:13]([N:14]=[CH:15][N:16]2[CH:19]2[CH2:23][CH2:22][CH2:21][CH2:20]2)=[C:12]([NH:24][C:25]2[CH:30]=[CH:29][C:28]([C:31]([F:34])([F:33])[F:32])=[CH:27][CH:26]=2)[N:11]=1, predict the reaction product. The product is: [ClH:9].[ClH:9].[NH2:1][C@H:2]1[CH2:7][CH2:6][C@H:5]([NH:8][C:10]2[N:18]=[C:17]3[C:13]([N:14]=[CH:15][N:16]3[CH:19]3[CH2:20][CH2:21][CH2:22][CH2:23]3)=[C:12]([NH:24][C:25]3[CH:30]=[CH:29][C:28]([C:31]([F:32])([F:34])[F:33])=[CH:27][CH:26]=3)[N:11]=2)[CH2:4][CH2:3]1. (4) The product is: [C:19]([Si:23]([O:24][C@@H:25]1[C:33]2[C:28](=[C:29]([CH:34]3[C:35]([CH3:41])([CH3:40])[CH2:36][CH2:37][CH2:38][O:42]3)[CH:30]=[CH:31][CH:32]=2)[CH2:27][CH2:26]1)([CH3:44])[CH3:43])([CH3:22])([CH3:21])[CH3:20]. Given the reactants C(N(CC)CC)C.CC1C=CC(S(Cl)(=O)=O)=CC=1.[C:19]([Si:23]([CH3:44])([CH3:43])[O:24][C@@H:25]1[C:33]2[C:28](=[C:29]([CH:34]([OH:42])[C:35]([CH3:41])([CH3:40])[CH2:36][CH2:37][CH2:38]O)[CH:30]=[CH:31][CH:32]=2)[CH2:27][CH2:26]1)([CH3:22])([CH3:21])[CH3:20], predict the reaction product. (5) The product is: [CH2:20]([O:19][C:17]([CH:16]1[C:7](=[O:10])[C:6]([CH3:11])([CH3:12])[O:5][C:4]([CH2:3][O:2][CH3:1])([CH3:13])[C:8]1=[O:9])=[O:18])[CH3:21]. Given the reactants [CH3:1][O:2][CH2:3][C:4]1([CH3:13])[C:8](=[O:9])[C:7](=[O:10])[C:6]([CH3:12])([CH3:11])[O:5]1.[N+](=[CH:16][C:17]([O:19][CH2:20][CH3:21])=[O:18])=[N-], predict the reaction product.